This data is from NCI-60 drug combinations with 297,098 pairs across 59 cell lines. The task is: Regression. Given two drug SMILES strings and cell line genomic features, predict the synergy score measuring deviation from expected non-interaction effect. (1) Drug 1: C1=CC(=CC=C1C#N)C(C2=CC=C(C=C2)C#N)N3C=NC=N3. Drug 2: N.N.Cl[Pt+2]Cl. Cell line: UACC-257. Synergy scores: CSS=8.24, Synergy_ZIP=-5.29, Synergy_Bliss=-2.24, Synergy_Loewe=-4.33, Synergy_HSA=-4.47. (2) Drug 1: CS(=O)(=O)OCCCCOS(=O)(=O)C. Drug 2: COCCOC1=C(C=C2C(=C1)C(=NC=N2)NC3=CC=CC(=C3)C#C)OCCOC.Cl. Cell line: RPMI-8226. Synergy scores: CSS=10.3, Synergy_ZIP=-2.60, Synergy_Bliss=2.65, Synergy_Loewe=1.35, Synergy_HSA=0.976. (3) Drug 1: CC(C)NC(=O)C1=CC=C(C=C1)CNNC.Cl. Drug 2: CC1C(C(CC(O1)OC2CC(CC3=C2C(=C4C(=C3O)C(=O)C5=C(C4=O)C(=CC=C5)OC)O)(C(=O)CO)O)N)O.Cl. Synergy scores: CSS=36.5, Synergy_ZIP=-1.06, Synergy_Bliss=-1.83, Synergy_Loewe=-2.40, Synergy_HSA=-0.270. Cell line: MDA-MB-231. (4) Drug 1: CC1CCC2CC(C(=CC=CC=CC(CC(C(=O)C(C(C(=CC(C(=O)CC(OC(=O)C3CCCCN3C(=O)C(=O)C1(O2)O)C(C)CC4CCC(C(C4)OC)O)C)C)O)OC)C)C)C)OC. Cell line: HCT-15. Synergy scores: CSS=27.7, Synergy_ZIP=-0.470, Synergy_Bliss=2.28, Synergy_Loewe=-62.9, Synergy_HSA=0.459. Drug 2: COC1=C2C(=CC3=C1OC=C3)C=CC(=O)O2.